The task is: Predict the reaction yield, written as a fraction of the theoretical maximum amount of product (1.0 means a 100% yield; for example, 0.34 means a 34% yield).. This data is from Reaction yield outcomes from USPTO patents with 853,638 reactions. (1) The reactants are [S:1]1[CH:5]=[CH:4][N:3]=[C:2]1[NH:6][S:7]([C:10]1[CH:11]=[C:12]2[C:17](=[CH:18][CH:19]=1)[NH:16][CH2:15][CH2:14][CH2:13]2)(=[O:9])=[O:8].CCN(CC)CC.[Cl:27][CH2:28][C:29](Cl)=[O:30]. The catalyst is C(Cl)Cl. The product is [S:1]1[CH:5]=[CH:4][N:3]=[C:2]1[NH:6][S:7]([C:10]1[CH:11]=[C:12]2[C:17](=[CH:18][CH:19]=1)[N:16]([C:29](=[O:30])[CH2:28][Cl:27])[CH2:15][CH2:14][CH2:13]2)(=[O:9])=[O:8]. The yield is 0.470. (2) The reactants are [C:1]([C:4]1[CH:5]=[C:6]([CH:17]=[CH:18][CH:19]=1)[CH2:7][CH:8]([C:14](=O)[CH3:15])[C:9]([O:11]CC)=O)(=[O:3])[CH3:2].Cl.[C:21](=[NH:26])([NH2:25])[CH2:22][CH2:23][CH3:24].C[O-].[Na+].CO. The catalyst is CO. The product is [C:1]([C:4]1[CH:5]=[C:6]([CH:17]=[CH:18][CH:19]=1)[CH2:7][C:8]1[C:9](=[O:11])[NH:26][C:21]([CH2:22][CH2:23][CH3:24])=[N:25][C:14]=1[CH3:15])(=[O:3])[CH3:2]. The yield is 0.780. (3) The reactants are [C:1]([Br:5])(Br)(Br)Br.C1C=CC(P(C2C=CC=CC=2)C2C=CC=CC=2)=CC=1.[F:25][C:26]1[CH:27]=[CH:28][C:29]([O:49][C:50]2[CH:55]=[CH:54][CH:53]=[CH:52][CH:51]=2)=[C:30]([N:32]([CH2:36][C:37]2[CH:42]=[C:41]([O:43][CH3:44])[CH:40]=[CH:39][C:38]=2[O:45][CH2:46]CO)[C:33](=[O:35])[CH3:34])[CH:31]=1. The catalyst is CCOCC. The product is [F:25][C:26]1[CH:27]=[CH:28][C:29]([O:49][C:50]2[CH:55]=[CH:54][CH:53]=[CH:52][CH:51]=2)=[C:30]([N:32]([CH2:36][C:37]2[CH:42]=[C:41]([O:43][CH3:44])[CH:40]=[CH:39][C:38]=2[O:45][CH2:46][CH2:1][Br:5])[C:33](=[O:35])[CH3:34])[CH:31]=1. The yield is 0.640.